Predict which catalyst facilitates the given reaction. From a dataset of Catalyst prediction with 721,799 reactions and 888 catalyst types from USPTO. (1) The catalyst class is: 3. Reactant: [Br:1][C:2]1[CH:11]=[C:10]2[C:5]([C:6]([C:13](=O)[CH2:14]Br)=[CH:7][C:8](=[O:12])[O:9]2)=[CH:4][CH:3]=1.[C:17]([NH2:20])(=[S:19])[CH3:18]. Product: [Br:1][C:2]1[CH:11]=[C:10]2[C:5]([C:6]([C:13]3[N:20]=[C:17]([CH3:18])[S:19][CH:14]=3)=[CH:7][C:8](=[O:12])[O:9]2)=[CH:4][CH:3]=1. (2) Reactant: Cl[C:2]1[N:7]=[C:6]([NH:8][CH:9]2[CH2:14][CH2:13][N:12]([C:15]3[N:20]=[N:19][C:18]([C:21]#[N:22])=[CH:17][CH:16]=3)[CH2:11][CH2:10]2)[C:5]([Cl:23])=[CH:4][N:3]=1.[CH3:24][N:25]1[C:29]([CH3:30])=[CH:28][C:27]([NH2:31])=[N:26]1.C1C=CC(P(C2C(C3C(P(C4C=CC=CC=4)C4C=CC=CC=4)=CC=C4C=3C=CC=C4)=C3C(C=CC=C3)=CC=2)C2C=CC=CC=2)=CC=1.C(=O)([O-])[O-].[Cs+].[Cs+]. Product: [Cl:23][C:5]1[C:6]([NH:8][CH:9]2[CH2:14][CH2:13][N:12]([C:15]3[N:20]=[N:19][C:18]([C:21]#[N:22])=[CH:17][CH:16]=3)[CH2:11][CH2:10]2)=[N:7][C:2]([NH:31][C:27]2[CH:28]=[C:29]([CH3:30])[N:25]([CH3:24])[N:26]=2)=[N:3][CH:4]=1. The catalyst class is: 231. (3) Reactant: [NH:1]1[CH2:5][CH2:4][CH:3]([OH:6])[CH2:2]1.[C:7]([O-:10])([O-])=O.[Cs+].[Cs+].C1C=CC(P([C:26]2[C:35]([C:28]3[C:27](P(C4C=CC=CC=4)C4C=CC=CC=4)=[CH:26][CH:35]=[C:34]4[C:29]=3[CH:30]=[CH:31]C=C4)=[C:34]3[C:29]([CH:30]=[CH:31]C=C3)=[CH:28][CH:27]=2)C2C=CC=CC=2)=CC=1. Product: [OH:6][CH:3]1[CH2:4][CH2:5][N:1]([C:27]2[CH:28]=[C:29]3[C:34](=[CH:35][CH:26]=2)[C:7](=[O:10])[CH2:31][CH2:30]3)[CH2:2]1. The catalyst class is: 101.